From a dataset of Antibody developability classification from SAbDab with 2,409 antibodies. Regression/Classification. Given an antibody's heavy chain and light chain sequences, predict its developability. TAP uses regression for 5 developability metrics; SAbDab uses binary classification. (1) The antibody is ['QVQLVQSGAEVKKPGSSVKVSCKASGYSFTDYHIHWVRQAPGQGLEWMGVINPMYGTTDYNQRFKGRVTITADESTSTAYMELSSLRSEDTAVYYCARYDYFTGTGVYWGQGTLVTVSS', 'DIVMTQTPLSLSVTPGQPASISCRSSRSLVHSRGNTYLHWYLQKPGQSPQLLIYKVSNRFIGVPDRFSGSGSGTDFTLKISRVEAEDVGVYYCSQSTHLPFTFGQGTKLEIK']. Result: 0 (not developable). (2) The antibody is ['EVQLVQSGAEVKKRGSSVKVSCKSSGGTFSNYAINWVRQAPGQGLEWMGGIIPILGIANYAQKFQGRVTITTDESTSTAYMELSSLRSEDTAVYYCARGWGREQLAPHPSQYYYYYYGMDVWGQGTTVTVSS', 'EIVMTQSPGTPSLSPGERATLSCRASQSIRSTYLAWYQQKPGQAPRLLIYGASSRATGIPDRFSGSGSGTDFTLTISRLEPEDFAVYYCQQYGRSPSFGQGTKVEIK']. Result: 0 (not developable).